Task: Predict the product of the given reaction.. Dataset: Forward reaction prediction with 1.9M reactions from USPTO patents (1976-2016) (1) Given the reactants C(O[C:4](=[O:21])[C:5]([C:16]([O:18][CH2:19][CH3:20])=[O:17])=[C:6]([C:12]([O:14][CH3:15])=[O:13])[CH:7]=[CH:8][N:9]([CH3:11])C)C.C(N)[C:23]1[CH:28]=[CH:27][CH:26]=[CH:25][CH:24]=1, predict the reaction product. The product is: [CH3:15][O:14][C:12]([C:6]1[CH:7]=[CH:8][N:9]([CH2:11][C:23]2[CH:28]=[CH:27][CH:26]=[CH:25][CH:24]=2)[C:4](=[O:21])[C:5]=1[C:16]([O:18][CH2:19][CH3:20])=[O:17])=[O:13]. (2) The product is: [C:13]([O:17][C:18]([N:20]1[CH2:25][CH2:24][CH:23]([NH:26][C:2]2[CH:11]=[CH:10][C:9]3[C:4](=[C:5]([Cl:12])[CH:6]=[CH:7][CH:8]=3)[N:3]=2)[CH2:22][CH2:21]1)=[O:19])([CH3:16])([CH3:14])[CH3:15]. Given the reactants Cl[C:2]1[CH:11]=[CH:10][C:9]2[C:4](=[C:5]([Cl:12])[CH:6]=[CH:7][CH:8]=2)[N:3]=1.[C:13]([O:17][C:18]([N:20]1[CH2:25][CH2:24][CH:23]([NH2:26])[CH2:22][CH2:21]1)=[O:19])([CH3:16])([CH3:15])[CH3:14].O(C(C)(C)C)[K].C1(P(C2C=CC=CC=2)C2C=CC3C(=CC=CC=3)C=2C2C3C(=CC=CC=3)C=CC=2P(C2C=CC=CC=2)C2C=CC=CC=2)C=CC=CC=1, predict the reaction product. (3) Given the reactants C[O:2][C:3]([C:5]1([CH2:11][CH2:12][NH:13][C:14]2[CH:19]=[CH:18][C:17]([Br:20])=[CH:16][C:15]=2[F:21])[CH2:10][CH2:9][CH2:8][CH2:7][CH2:6]1)=O.CC(C)([O-])C.[K+], predict the reaction product. The product is: [Br:20][C:17]1[CH:18]=[CH:19][C:14]([N:13]2[CH2:12][CH2:11][C:5]3([CH2:10][CH2:9][CH2:8][CH2:7][CH2:6]3)[C:3]2=[O:2])=[C:15]([F:21])[CH:16]=1. (4) Given the reactants [CH3:1][C:2]1[CH:7]=[CH:6][C:5]([S:8]([NH:11][CH3:12])(=[O:10])=[O:9])=[CH:4][C:3]=1[C:13]#[C:14][CH2:15][O:16][CH2:17][CH2:18][N:19]1[C:31]2[C:30]3[CH:29]=[CH:28][CH:27]=[CH:26][C:25]=3[N:24]=[C:23]([NH:32]C(=O)OCC3C=CC=CC=3)[C:22]=2[N:21]=[CH:20]1, predict the reaction product. The product is: [CH3:12][NH:11][S:8]([C:5]1[CH:6]=[CH:7][C:2]([CH3:1])=[C:3]([CH2:13][CH2:14][CH2:15][O:16][CH2:17][CH2:18][N:19]2[C:31]3[C:30]4[CH:29]=[CH:28][CH:27]=[CH:26][C:25]=4[N:24]=[C:23]([NH2:32])[C:22]=3[N:21]=[CH:20]2)[CH:4]=1)(=[O:10])=[O:9]. (5) Given the reactants [C:6](O[C:6](=[O:9])[CH2:7][CH3:8])(=[O:9])[CH2:7][CH3:8].[C:10]([C:14]1[N:18]([CH2:19][CH:20]2[CH2:25][CH2:24][C:23]([F:27])([F:26])[CH2:22][CH2:21]2)[C:17]2[CH:28]=[CH:29][C:30]([S:32]([N:35]3[CH2:38][CH:37]([NH2:39])[CH2:36]3)(=[O:34])=[O:33])=[CH:31][C:16]=2[N:15]=1)([CH3:13])([CH3:12])[CH3:11].CCN(C(C)C)C(C)C, predict the reaction product. The product is: [C:10]([C:14]1[N:18]([CH2:19][CH:20]2[CH2:25][CH2:24][C:23]([F:26])([F:27])[CH2:22][CH2:21]2)[C:17]2[CH:28]=[CH:29][C:30]([S:32]([N:35]3[CH2:36][CH:37]([NH:39][C:6](=[O:9])[CH2:7][CH3:8])[CH2:38]3)(=[O:34])=[O:33])=[CH:31][C:16]=2[N:15]=1)([CH3:13])([CH3:11])[CH3:12]. (6) The product is: [Cl:1][C:2]1[CH:3]=[CH:4][C:5]([N:8]2[C:16]([C:17]3[CH:22]=[CH:21][C:20]([Cl:23])=[CH:19][C:18]=3[Cl:24])=[N:15][C:14]3[C:9]2=[N:10][CH:11]=[N:12][C:13]=3[O:25][CH2:27][CH:28]2[CH2:32][CH2:31][CH2:30][O:29]2)=[CH:6][CH:7]=1. Given the reactants [Cl:1][C:2]1[CH:7]=[CH:6][C:5]([N:8]2[C:16]([C:17]3[CH:22]=[CH:21][C:20]([Cl:23])=[CH:19][C:18]=3[Cl:24])=[N:15][C:14]3[C:9]2=[N:10][CH:11]=[N:12][C:13]=3[OH:25])=[CH:4][CH:3]=1.Br[CH2:27][CH:28]1[CH2:32][CH2:31][CH2:30][O:29]1.C(=O)([O-])[O-].[Cs+].[Cs+], predict the reaction product. (7) Given the reactants C(O[C:6](=O)[N:7]([CH:9]1[CH2:14][CH2:13][N:12]([CH2:15][CH3:16])[CH2:11][CH2:10]1)C)(C)(C)C.C(O)(C(F)(F)F)=O, predict the reaction product. The product is: [CH2:15]([N:12]1[CH2:13][CH2:14][CH:9]([NH:7][CH3:6])[CH2:10][CH2:11]1)[CH3:16].